The task is: Predict the product of the given reaction.. This data is from Forward reaction prediction with 1.9M reactions from USPTO patents (1976-2016). (1) Given the reactants [OH:1][CH2:2][CH2:3][CH2:4][O:5][CH2:6][CH2:7][NH:8]C(=O)OC(C)(C)C.[ClH:16], predict the reaction product. The product is: [ClH:16].[NH2:8][CH2:7][CH2:6][O:5][CH2:4][CH2:3][CH2:2][OH:1]. (2) Given the reactants [CH2:1]([C@@:4]1([C:20]2[CH:25]=[CH:24][C:23]([F:26])=[CH:22][CH:21]=2)[O:9][C:8](=[O:10])[N:7]([C@H:11]([C:13]2[CH:18]=[CH:17][CH:16]=[C:15]([F:19])[CH:14]=2)[CH3:12])[CH2:6][CH2:5]1)[CH:2]=[CH2:3].B.C1C[O:31]CC1.[OH-].[Na+].OO.Cl, predict the reaction product. The product is: [F:26][C:23]1[CH:22]=[CH:21][C:20]([C@:4]2([CH2:1][CH2:2][CH2:3][OH:31])[O:9][C:8](=[O:10])[N:7]([C@H:11]([C:13]3[CH:18]=[CH:17][CH:16]=[C:15]([F:19])[CH:14]=3)[CH3:12])[CH2:6][CH2:5]2)=[CH:25][CH:24]=1. (3) Given the reactants [CH:1]1([N:6]2[C:14]3[CH:13]=[CH:12][N:11]=[C:10]([O:15]C)[C:9]=3[C:8]([C:17]3[CH:18]=[C:19]([S:23]([NH2:26])(=[O:25])=[O:24])[CH:20]=[CH:21][CH:22]=3)=[N:7]2)[CH2:5][CH2:4][CH2:3][CH2:2]1.[I-].[Na+].Cl[Si](C)(C)C.O, predict the reaction product. The product is: [CH:1]1([N:6]2[C:14]3[CH:13]=[CH:12][NH:11][C:10](=[O:15])[C:9]=3[C:8]([C:17]3[CH:18]=[C:19]([S:23]([NH2:26])(=[O:24])=[O:25])[CH:20]=[CH:21][CH:22]=3)=[N:7]2)[CH2:2][CH2:3][CH2:4][CH2:5]1.